From a dataset of Forward reaction prediction with 1.9M reactions from USPTO patents (1976-2016). Predict the product of the given reaction. Given the reactants [C:1]([O:5][C:6]([NH:8][CH2:9][CH2:10][O:11][C:12]1[CH:17]=[CH:16][C:15]([F:18])=[CH:14][C:13]=1[C:19]1[CH:24]=[CH:23][N:22]=[C:21]2[N:25](S(C3C=CC(C)=CC=3)(=O)=O)[C:26]([C:28]3[CH2:33][CH2:32][N:31]([C:34]([O:36][C:37]([CH3:40])([CH3:39])[CH3:38])=[O:35])[CH2:30][CH:29]=3)=[CH:27][C:20]=12)=[O:7])([CH3:4])([CH3:3])[CH3:2].[OH-].[Na+], predict the reaction product. The product is: [C:1]([O:5][C:6]([NH:8][CH2:9][CH2:10][O:11][C:12]1[CH:17]=[CH:16][C:15]([F:18])=[CH:14][C:13]=1[C:19]1[CH:24]=[CH:23][N:22]=[C:21]2[NH:25][C:26]([C:28]3[CH2:33][CH2:32][N:31]([C:34]([O:36][C:37]([CH3:40])([CH3:39])[CH3:38])=[O:35])[CH2:30][CH:29]=3)=[CH:27][C:20]=12)=[O:7])([CH3:4])([CH3:3])[CH3:2].